Dataset: PAMPA (Parallel Artificial Membrane Permeability Assay) permeability data from NCATS. Task: Regression/Classification. Given a drug SMILES string, predict its absorption, distribution, metabolism, or excretion properties. Task type varies by dataset: regression for continuous measurements (e.g., permeability, clearance, half-life) or binary classification for categorical outcomes (e.g., BBB penetration, CYP inhibition). Dataset: pampa_ncats. (1) The molecule is CCOC(=O)C1=CC=C(C=C1)N2C(C3=C(NN=C3C2=O)C4=CC=CS4)C5=C(C=C(C=C5)Cl)Cl. The result is 1 (high permeability). (2) The molecule is C1=CC2=C(C(=C1)C3=CN4C=NC=C4C(=C3)C5=CC=NC=C5)NN=C2. The result is 1 (high permeability). (3) The molecule is CC(=O)N1CCC(CC1)NC(=O)C2=C3C=CNC3=CC(=N2)C4=CC=CC=C4. The result is 1 (high permeability). (4) The compound is CC(=O)NC1=CC=C(C=C1)S(=O)(=O)NC2=NC=CS2. The result is 0 (low-to-moderate permeability). (5) The compound is C1CCC(CC1)CN2CCC(CC2)C3=NN(C(=O)N3)CC4=CC=CC=C4. The result is 0 (low-to-moderate permeability). (6) The drug is CC1=CC(=C(C(=N1)SCC(=O)C2=CC(=C(C=C2)O)O)C#N)COC. The result is 1 (high permeability).